Dataset: Forward reaction prediction with 1.9M reactions from USPTO patents (1976-2016). Task: Predict the product of the given reaction. (1) Given the reactants [F:1][CH:2]([F:26])[C:3]1[N:8]2[N:9]=[CH:10][C:11]([C:12]([OH:14])=O)=[C:7]2[N:6]=[C:5]([C:15]2[CH:20]=[CH:19][C:18]([C:21]([F:24])([F:23])[F:22])=[C:17]([CH3:25])[CH:16]=2)[CH:4]=1.[S:27]([C:31]1[CH:32]=[C:33]([NH2:37])[CH:34]=[CH:35][CH:36]=1)(=[O:30])(=[O:29])[NH2:28], predict the reaction product. The product is: [S:27]([C:31]1[CH:32]=[C:33]([NH:37][C:12]([C:11]2[CH:10]=[N:9][N:8]3[C:3]([CH:2]([F:1])[F:26])=[CH:4][C:5]([C:15]4[CH:20]=[CH:19][C:18]([C:21]([F:24])([F:23])[F:22])=[C:17]([CH3:25])[CH:16]=4)=[N:6][C:7]=23)=[O:14])[CH:34]=[CH:35][CH:36]=1)(=[O:29])(=[O:30])[NH2:28]. (2) The product is: [CH2:31]([O:30][CH2:29][C:13]1[N:14]([CH2:15][CH2:16][CH2:17][C:18]2[O:22][N:21]=[C:20]([C:23]3[CH:28]=[CH:27][CH:26]=[CH:25][CH:24]=3)[CH:19]=2)[C:10]2[C:9]3[CH:8]=[CH:7][CH:6]=[CH:5][C:4]=3[N:3]=[C:2]([NH2:33])[C:11]=2[N:12]=1)[CH3:32]. Given the reactants Cl[C:2]1[C:11]2[N:12]=[C:13]([CH2:29][O:30][CH2:31][CH3:32])[N:14]([CH2:15][CH2:16][CH2:17][C:18]3[O:22][N:21]=[C:20]([C:23]4[CH:28]=[CH:27][CH:26]=[CH:25][CH:24]=4)[CH:19]=3)[C:10]=2[C:9]2[CH:8]=[CH:7][CH:6]=[CH:5][C:4]=2[N:3]=1.[NH3:33], predict the reaction product. (3) Given the reactants C(O[C:4]([C:6]1[C:7]2[N:8]=[CH:9][CH:10]=[N:11][C:12]=2[C:13]([C:16]2[C:21]([F:22])=[C:20]([O:23][CH3:24])[CH:19]=[C:18]([O:25][CH3:26])[C:17]=2[Cl:27])=[CH:14][CH:15]=1)=[O:5])C.[NH2:28][C:29]1[N:34]=[CH:33][C:32]([CH2:35][N:36]([CH3:41])[CH2:37][C:38]([NH2:40])=[O:39])=[CH:31][CH:30]=1.C[Al](C)C.C([O-])(O)=O.[Na+], predict the reaction product. The product is: [C:38]([CH2:37][N:36]([CH2:35][C:32]1[CH:31]=[CH:30][C:29]([NH:28][C:4]([C:6]2[C:7]3[N:8]=[CH:9][CH:10]=[N:11][C:12]=3[C:13]([C:16]3[C:21]([F:22])=[C:20]([O:23][CH3:24])[CH:19]=[C:18]([O:25][CH3:26])[C:17]=3[Cl:27])=[CH:14][CH:15]=2)=[O:5])=[N:34][CH:33]=1)[CH3:41])(=[O:39])[NH2:40].